This data is from Catalyst prediction with 721,799 reactions and 888 catalyst types from USPTO. The task is: Predict which catalyst facilitates the given reaction. (1) Reactant: B.[C:2]([CH:5]1[CH2:11][C:10]2[CH:12]=[CH:13][CH:14]=[CH:15][C:9]=2[C:8]2=[C:16]([CH:27]3[CH2:32][CH2:31][CH2:30][CH2:29][CH2:28]3)[C:17]3[CH:18]=[CH:19][C:20]([C:23]([O:25][CH3:26])=[O:24])=[CH:21][C:22]=3[N:7]2[CH2:6]1)(O)=[O:3]. Product: [CH:27]1([C:16]2[C:17]3[CH:18]=[CH:19][C:20]([C:23]([O:25][CH3:26])=[O:24])=[CH:21][C:22]=3[N:7]3[CH2:6][CH:5]([CH2:2][OH:3])[CH2:11][C:10]4[CH:12]=[CH:13][CH:14]=[CH:15][C:9]=4[C:8]=23)[CH2:28][CH2:29][CH2:30][CH2:31][CH2:32]1. The catalyst class is: 1. (2) Reactant: C([O:3][C:4](=[O:26])[CH2:5][C:6]1[N:7]=[C:8]([C:18]2[CH:23]=[CH:22][CH:21]=[CH:20][C:19]=2[O:24][CH3:25])[N:9]([C:11]2[CH:16]=[CH:15][C:14]([Cl:17])=[CH:13][CH:12]=2)[CH:10]=1)C.[OH-].[Na+]. Product: [Cl:17][C:14]1[CH:13]=[CH:12][C:11]([N:9]2[CH:10]=[C:6]([CH2:5][C:4]([OH:26])=[O:3])[N:7]=[C:8]2[C:18]2[CH:23]=[CH:22][CH:21]=[CH:20][C:19]=2[O:24][CH3:25])=[CH:16][CH:15]=1. The catalyst class is: 1. (3) Reactant: [Br:1][C:2]1[CH:3]=[C:4]([C@@H:9]([NH:22][C:23](=[O:29])[O:24]C(C)(C)C)[C@H:10](O)[C:11]2[CH:16]=[CH:15][C:14]([C:17]([F:20])([F:19])[F:18])=[CH:13][CH:12]=2)[C:5]([F:8])=[N:6][CH:7]=1.FC(F)(F)C(O)=O.C(N1C=CN=C1)(N1C=CN=C1)=O. Product: [Br:1][C:2]1[CH:3]=[C:4]([C@@H:9]2[C@@H:10]([C:11]3[CH:12]=[CH:13][C:14]([C:17]([F:18])([F:19])[F:20])=[CH:15][CH:16]=3)[O:29][C:23](=[O:24])[NH:22]2)[C:5]([F:8])=[N:6][CH:7]=1. The catalyst class is: 4. (4) Reactant: [N+:1]([C:4]1[CH:9]=[CH:8][C:7]([Cl:10])=[CH:6][C:5]=1[CH:11]([C:13]1[C:18]([Cl:19])=[CH:17][CH:16]=[CH:15][C:14]=1[Cl:20])[OH:12])([O-])=O.C([O-])=O.[NH4+]. Product: [NH2:1][C:4]1[CH:9]=[CH:8][C:7]([Cl:10])=[CH:6][C:5]=1[CH:11]([C:13]1[C:14]([Cl:20])=[CH:15][CH:16]=[CH:17][C:18]=1[Cl:19])[OH:12]. The catalyst class is: 663. (5) Reactant: Br[C:2]1[C:3]([O:9][CH:10]2[CH2:13][N:12]([C:14]3[CH:23]=[CH:22][C:21]4[C:16](=[CH:17][CH:18]=[CH:19][CH:20]=4)[N:15]=3)[CH2:11]2)=[N:4][C:5]([Cl:8])=[N:6][CH:7]=1.C([O-])([O-])=O.[Na+].[Na+].CC1(C)C(C)(C)OB([C:38]2[CH2:43][CH2:42][N:41]([C:44]([O:46][C:47]([CH3:50])([CH3:49])[CH3:48])=[O:45])[CH2:40][CH:39]=2)O1. Product: [Cl:8][C:5]1[N:4]=[C:3]([O:9][CH:10]2[CH2:13][N:12]([C:14]3[CH:23]=[CH:22][C:21]4[C:16](=[CH:17][CH:18]=[CH:19][CH:20]=4)[N:15]=3)[CH2:11]2)[C:2]([C:38]2[CH2:43][CH2:42][N:41]([C:44]([O:46][C:47]([CH3:50])([CH3:49])[CH3:48])=[O:45])[CH2:40][CH:39]=2)=[CH:7][N:6]=1. The catalyst class is: 117. (6) Reactant: [CH2:1]([O:3][C:4](=[O:12])[C:5]1[CH:10]=[CH:9][C:8](Cl)=[N:7][CH:6]=1)[CH3:2].C(=O)([O-])[O-].[K+].[K+].[NH2:19][CH:20]1[CH2:25][CH2:24][NH:23][CH2:22][CH2:21]1.O. Product: [CH2:1]([O:3][C:4](=[O:12])[C:5]1[CH:10]=[CH:9][C:8]([N:23]2[CH2:24][CH2:25][CH:20]([NH2:19])[CH2:21][CH2:22]2)=[N:7][CH:6]=1)[CH3:2]. The catalyst class is: 3.